Dataset: Full USPTO retrosynthesis dataset with 1.9M reactions from patents (1976-2016). Task: Predict the reactants needed to synthesize the given product. (1) Given the product [CH3:11][N:12]1[CH:16]=[C:15]([C:2]2[N:7]=[C:6]([O:8][CH3:9])[C:5]([NH2:10])=[CH:4][CH:3]=2)[C:14]([CH3:26])=[N:13]1, predict the reactants needed to synthesize it. The reactants are: Br[C:2]1[N:7]=[C:6]([O:8][CH3:9])[C:5]([NH2:10])=[CH:4][CH:3]=1.[CH3:11][N:12]1[CH:16]=[C:15](B2OC(C)(C)C(C)(C)O2)[C:14]([CH3:26])=[N:13]1.[F-].[Cs+]. (2) The reactants are: [CH3:1][O:2][C:3]1[CH:8]=[CH:7][C:6](/[CH:9]=[CH:10]/[CH2:11][C:12]([OH:14])=O)=[CH:5][CH:4]=1.[B-](F)(F)(F)F.CN([C:23]([O:27][N:28]1N=NC2[C:29]1=CC=CC=2)=[N+](C)C)C.CCN(CC)CC. Given the product [CH3:23][O:27][N:28]([CH3:29])[C:12](=[O:14])[CH2:11]/[CH:10]=[CH:9]/[C:6]1[CH:5]=[CH:4][C:3]([O:2][CH3:1])=[CH:8][CH:7]=1, predict the reactants needed to synthesize it. (3) Given the product [Br:1][C:2]1[C:23]([Cl:24])=[CH:22][C:5]2[CH:6]=[CH:7][C:8]3[CH:13]=[CH:12][CH:11]=[CH:10][C:9]=3[NH:14][CH2:25][C:4]=2[CH:3]=1, predict the reactants needed to synthesize it. The reactants are: [Br:1][C:2]1[C:23]([Cl:24])=[CH:22][C:5](/[CH:6]=[CH:7]\[C:8]2[CH:13]=[CH:12][CH:11]=[CH:10][C:9]=2[NH:14]C(=O)OC(C)(C)C)=[C:4]([CH:25]=O)[CH:3]=1.CCOC(C)=O.[BH4-].[Na+]. (4) Given the product [C:4]1([C@@H:7]([N:10]2[CH2:15][CH:14]=[CH:13][CH2:12]2)[CH2:8][OH:9])[CH:5]=[CH:6][CH:1]=[CH:2][CH:3]=1, predict the reactants needed to synthesize it. The reactants are: [CH:1]1[CH:6]=[CH:5][C:4]([C@@H:7]([NH2:10])[CH2:8][OH:9])=[CH:3][CH:2]=1.Cl[CH2:12]/[CH:13]=[CH:14]\[CH2:15]Cl. (5) The reactants are: [NH2:1][C:2]1[CH:7]=[CH:6][C:5]([C:8]2[C:16]3[C:15]([NH2:17])=[N:14][CH:13]=[N:12][C:11]=3[N:10]([CH:18]3[CH2:22][CH2:21][CH2:20][CH2:19]3)[CH:9]=2)=[CH:4][C:3]=1[O:23][CH3:24].Cl[C:26]([O:28][CH2:29][C:30]1[CH:35]=[CH:34][CH:33]=[CH:32][CH:31]=1)=[O:27].N1C=CC=CC=1.ClCCl. Given the product [NH2:17][C:15]1[C:16]2[C:8]([C:5]3[CH:6]=[CH:7][C:2]([NH:1][C:26](=[O:27])[O:28][CH2:29][C:30]4[CH:35]=[CH:34][CH:33]=[CH:32][CH:31]=4)=[C:3]([O:23][CH3:24])[CH:4]=3)=[CH:9][N:10]([CH:18]3[CH2:22][CH2:21][CH2:20][CH2:19]3)[C:11]=2[N:12]=[CH:13][N:14]=1, predict the reactants needed to synthesize it.